From a dataset of Forward reaction prediction with 1.9M reactions from USPTO patents (1976-2016). Predict the product of the given reaction. (1) Given the reactants [CH2:1]([N:3]([CH2:35][CH3:36])[CH2:4]/[CH:5]=[CH:6]\C1C=C(F)C=CC=1S(NC1C(C(OC)=O)=C2C(C3C=COC=3CO2)=CC=1)(=O)=O)[CH3:2].Br[C:38]1[CH:43]=[C:42]([F:44])[CH:41]=[CH:40][C:39]=1[S:45]([N:48]([C:53]1[C:62]([C:63]([O:65][CH3:66])=[O:64])=[C:61]2[C:56]([C:57]3[CH2:69][CH2:68][O:67][C:58]=3[CH:59]=[N:60]2)=[CH:55][CH:54]=1)[C:49]([O:51][CH3:52])=[O:50])(=[O:47])=[O:46].C(N(CC)C/C=C\[Sn](CCCC)(CCCC)CCCC)C, predict the reaction product. The product is: [CH2:1]([N:3]([CH2:35][CH3:36])[CH2:4]/[CH:5]=[CH:6]\[C:38]1[CH:43]=[C:42]([F:44])[CH:41]=[CH:40][C:39]=1[S:45]([N:48]([C:53]1[C:62]([C:63]([O:65][CH3:66])=[O:64])=[C:61]2[C:56]([C:57]3[CH2:69][CH2:68][O:67][C:58]=3[CH:59]=[N:60]2)=[CH:55][CH:54]=1)[C:49]([O:51][CH3:52])=[O:50])(=[O:47])=[O:46])[CH3:2]. (2) Given the reactants [Cl:1][C:2]1[C:7]([C:8]([OH:10])=[O:9])=[CH:6][N:5]=[CH:4][CH:3]=1.[CH:11]1(N=C=NC2CCCCC2)CCCC[CH2:12]1.CCO, predict the reaction product. The product is: [CH2:11]([O:9][C:8](=[O:10])[C:7]1[C:2]([Cl:1])=[CH:3][CH:4]=[N:5][CH:6]=1)[CH3:12]. (3) Given the reactants Cl.[NH2:2][OH:3].[OH:4][C:5]1[C:14]([CH:15]=O)=[C:13]2[C:8]([CH:9]=[CH:10][C:11]([CH3:17])=[N:12]2)=[CH:7][CH:6]=1.[OH-].[Na+], predict the reaction product. The product is: [OH:4][C:5]1[C:14]([CH:15]=[N:2][OH:3])=[C:13]2[C:8]([CH:9]=[CH:10][C:11]([CH3:17])=[N:12]2)=[CH:7][CH:6]=1. (4) The product is: [CH3:43][N:42]([CH3:44])[C:40]([C:39]1[CH:38]=[C:37]([CH3:48])[C:36]([C:5]2[CH:4]=[CH:3][C:2]([F:1])=[C:10]3[C:6]=2[CH2:7][CH2:8][C@H:9]3[O:11][C:12]2[CH:25]=[CH:24][C:15]3[C@H:16]([CH2:19][C:20]([O:22][CH3:23])=[O:21])[CH2:17][O:18][C:14]=3[CH:13]=2)=[C:46]([CH3:47])[CH:45]=1)=[O:41]. Given the reactants [F:1][C:2]1[CH:3]=[CH:4][C:5](B2OC(C)(C)C(C)(C)O2)=[C:6]2[C:10]=1[C@H:9]([O:11][C:12]1[CH:25]=[CH:24][C:15]3[C@H:16]([CH2:19][C:20]([O:22][CH3:23])=[O:21])[CH2:17][O:18][C:14]=3[CH:13]=1)[CH2:8][CH2:7]2.I[C:36]1[C:46]([CH3:47])=[CH:45][C:39]([C:40]([N:42]([CH3:44])[CH3:43])=[O:41])=[CH:38][C:37]=1[CH3:48].[O-]P([O-])([O-])=O.[K+].[K+].[K+].C1(P(C2CCCCC2)C2C=CC=CC=2C2C(OC)=CC=CC=2OC)CCCCC1, predict the reaction product. (5) The product is: [C:15]([O:14][C:13](=[O:19])[N:12]([CH2:11][C:10]1[CH:20]=[CH:21][C:7]([N:4]2[CH2:5][CH2:6][O:1][CH2:2][CH2:3]2)=[CH:8][CH:9]=1)[C:23]#[C:24][Si:25]([CH:26]([CH3:28])[CH3:27])([CH:32]([CH3:34])[CH3:33])[CH:29]([CH3:31])[CH3:30])([CH3:16])([CH3:17])[CH3:18]. Given the reactants [O:1]1[CH2:6][CH2:5][N:4]([C:7]2[CH:21]=[CH:20][C:10]([CH2:11][NH:12][C:13](=[O:19])[O:14][C:15]([CH3:18])([CH3:17])[CH3:16])=[CH:9][CH:8]=2)[CH2:3][CH2:2]1.Br[C:23]#[C:24][Si:25]([CH:32]([CH3:34])[CH3:33])([CH:29]([CH3:31])[CH3:30])[CH:26]([CH3:28])[CH3:27].N1C2C(=CC=C3C=2N=CC=C3)C=CC=1.C[Si]([N-][Si](C)(C)C)(C)C.[K+].[Na+].[Cl-].[NH4+].[OH-], predict the reaction product.